Dataset: Forward reaction prediction with 1.9M reactions from USPTO patents (1976-2016). Task: Predict the product of the given reaction. (1) Given the reactants C(O)(C(F)(F)F)C(F)(F)F.[O:11]=[C:12]1[O:18][C@H:17]([C@H:19]([CH2:21][OH:22])[OH:20])[C:15]([OH:16])=[C:13]1[OH:14].[O:23]1[CH:25]2[CH2:26][CH2:27][CH2:28][CH2:29][CH:24]12, predict the reaction product. The product is: [OH:23][CH:24]1[CH2:29][CH2:28][CH2:27][CH2:26][CH:25]1[O:16][C:15]1[C@@H:17]([C@H:19]([CH2:21][OH:22])[OH:20])[O:18][C:12](=[O:11])[C:13]=1[OH:14]. (2) Given the reactants C([O:8][NH:9][C:10](=[O:31])[CH:11]([N:15]1[C:19](=[O:20])[CH:18]([CH2:21][O:22][C:23]2[CH:28]=[CH:27][C:26]([Br:29])=[CH:25][CH:24]=2)[NH:17][C:16]1=[O:30])[CH:12]([CH3:14])[CH3:13])C1C=CC=CC=1, predict the reaction product. The product is: [Br:29][C:26]1[CH:25]=[CH:24][C:23]([O:22][CH2:21][CH:18]2[C:19](=[O:20])[N:15]([CH:11]([CH:12]([CH3:14])[CH3:13])[C:10]([NH:9][OH:8])=[O:31])[C:16](=[O:30])[NH:17]2)=[CH:28][CH:27]=1.